Dataset: Peptide-MHC class I binding affinity with 185,985 pairs from IEDB/IMGT. Task: Regression. Given a peptide amino acid sequence and an MHC pseudo amino acid sequence, predict their binding affinity value. This is MHC class I binding data. (1) The peptide sequence is SVIDHIHYM. The MHC is HLA-A02:03 with pseudo-sequence HLA-A02:03. The binding affinity (normalized) is 0.872. (2) The peptide sequence is VSFQQPQQQY. The MHC is HLA-A33:01 with pseudo-sequence HLA-A33:01. The binding affinity (normalized) is 0. (3) The peptide sequence is FVIGGMTGV. The MHC is HLA-B44:02 with pseudo-sequence HLA-B44:02. The binding affinity (normalized) is 0.0847. (4) The peptide sequence is GSVNVVYTF. The MHC is Patr-A0101 with pseudo-sequence Patr-A0101. The binding affinity (normalized) is 0. (5) The MHC is HLA-A69:01 with pseudo-sequence HLA-A69:01. The binding affinity (normalized) is 0.0847. The peptide sequence is SLVAIHLAC. (6) The peptide sequence is ILYNEYNFV. The MHC is HLA-A24:02 with pseudo-sequence HLA-A24:02. The binding affinity (normalized) is 0.0847.